From a dataset of Catalyst prediction with 721,799 reactions and 888 catalyst types from USPTO. Predict which catalyst facilitates the given reaction. (1) Reactant: [Br:1][C:2]1[C:3]([F:13])=[C:4]2[C:9](=[CH:10][CH:11]=1)[NH:8][C:7](=S)[CH2:6][CH2:5]2.[C:14]([NH:17][NH2:18])(=O)[CH3:15]. Product: [Br:1][C:2]1[C:3]([F:13])=[C:4]2[C:9](=[CH:10][CH:11]=1)[N:8]1[C:14]([CH3:15])=[N:17][N:18]=[C:7]1[CH2:6][CH2:5]2. The catalyst class is: 729. (2) Reactant: [Br:1][C:2]1[CH:3]=[CH:4][C:5]([NH:11][CH2:12][CH2:13][O:14][CH3:15])=[C:6]([CH:10]=1)[C:7]([OH:9])=O.Cl.[CH2:17]([C:19]([NH2:24])([CH2:22][CH3:23])[C:20]#[CH:21])[CH3:18].C1C=CC2N(O)N=NC=2C=1.CCN=C=NCCCN(C)C.CCN(C(C)C)C(C)C. Product: [Br:1][C:2]1[CH:3]=[CH:4][C:5]([NH:11][CH2:12][CH2:13][O:14][CH3:15])=[C:6]([CH:10]=1)[C:7]([NH:24][C:19]([CH2:22][CH3:23])([CH2:20][CH3:21])[C:17]#[CH:18])=[O:9]. The catalyst class is: 2. (3) Reactant: CS(O[CH:6]1[CH2:9][N:8]([CH:10]([C:17]2[CH:22]=[CH:21][CH:20]=[CH:19][CH:18]=2)[C:11]2[CH:16]=[CH:15][CH:14]=[CH:13][CH:12]=2)[CH2:7]1)(=O)=O.[O:23]=[C:24]1[NH:29][CH2:28][CH2:27][NH:26][CH:25]1[CH2:30][C:31]([O:33][CH2:34][CH3:35])=[O:32].C(N(CC)CC)C. Product: [C:11]1([CH:10]([C:17]2[CH:22]=[CH:21][CH:20]=[CH:19][CH:18]=2)[N:8]2[CH2:9][CH:6]([N:26]3[CH2:27][CH2:28][NH:29][C:24](=[O:23])[CH:25]3[CH2:30][C:31]([O:33][CH2:34][CH3:35])=[O:32])[CH2:7]2)[CH:16]=[CH:15][CH:14]=[CH:13][CH:12]=1. The catalyst class is: 10. (4) Reactant: [NH2:1][C@@H:2]1[CH2:7][CH2:6][N:5]([C:8]2[C:9]([Cl:31])=[C:10]([NH:16][C:17]3[N:22]=[C:21]([NH:23][CH2:24][CH3:25])[C:20]4=[N:26][CH:27]=[C:28]([C:29]#[N:30])[N:19]4[N:18]=3)[CH:11]=[C:12]([C:14]#[N:15])[CH:13]=2)[CH2:4][C@H:3]1[OH:32].CCN(C(C)C)C(C)C.C(Cl)Cl.[CH3:45][C@H:46]1[CH2:48][O:47]1. Product: [Cl:31][C:9]1[C:8]([N:5]2[CH2:6][CH2:7][C@@H:2]([NH:1][CH2:45][C@@H:46]([OH:47])[CH3:48])[C@H:3]([OH:32])[CH2:4]2)=[CH:13][C:12]([C:14]#[N:15])=[CH:11][C:10]=1[NH:16][C:17]1[N:22]=[C:21]([NH:23][CH2:24][CH3:25])[C:20]2=[N:26][CH:27]=[C:28]([C:29]#[N:30])[N:19]2[N:18]=1. The catalyst class is: 5. (5) Reactant: [CH2:1]([N:8]1[CH2:13][CH2:12][CH:11]([N:14]2[CH:22]=[N:21][C:20]3[C:15]2=[N:16][C:17]([C:29]2[CH:30]=[N:31][CH:32]=[C:33]([CH:36]=2)[CH:34]=[O:35])=[N:18][C:19]=3[N:23]2[CH2:28][CH2:27][O:26][CH2:25][CH2:24]2)[CH2:10][CH2:9]1)[C:2]1[CH:7]=[CH:6][CH:5]=[CH:4][CH:3]=1.[BH4-].[Na+]. Product: [CH2:1]([N:8]1[CH2:13][CH2:12][CH:11]([N:14]2[CH:22]=[N:21][C:20]3[C:15]2=[N:16][C:17]([C:29]2[CH:36]=[C:33]([CH2:34][OH:35])[CH:32]=[N:31][CH:30]=2)=[N:18][C:19]=3[N:23]2[CH2:28][CH2:27][O:26][CH2:25][CH2:24]2)[CH2:10][CH2:9]1)[C:2]1[CH:3]=[CH:4][CH:5]=[CH:6][CH:7]=1. The catalyst class is: 5. (6) Reactant: [CH3:1][O:2][C:3]1[CH:17]=[C:16]([O:18][CH3:19])[CH:15]=[CH:14][C:4]=1[CH2:5][N:6]1[C:10](=[O:11])[CH2:9][NH:8][S:7]1(=[O:13])=[O:12].C1CCN2C(=NCCC2)CC1.[Br:31][CH2:32][C:33]1[CH:38]=[CH:37][C:36]([CH2:39]Br)=[CH:35][CH:34]=1. Product: [Br:31][CH2:32][C:33]1[CH:38]=[CH:37][C:36]([CH2:39][N:8]2[S:7](=[O:13])(=[O:12])[N:6]([CH2:5][C:4]3[CH:14]=[CH:15][C:16]([O:18][CH3:19])=[CH:17][C:3]=3[O:2][CH3:1])[C:10](=[O:11])[CH2:9]2)=[CH:35][CH:34]=1. The catalyst class is: 2. (7) Reactant: C[O:2][C:3](=[O:31])[CH2:4][O:5][C:6]1[CH:11]=[CH:10][CH:9]=[C:8]([C:12]2[N:13]=[C:14](Cl)[C:15]3[C:16](=[CH:18][N:19](CC4C=CC(OC)=CC=4)[N:20]=3)[N:17]=2)[CH:7]=1.[CH3:32][N:33]1[CH2:38][CH2:37][N:36]([C:39]2[CH:45]=[CH:44][C:42]([NH2:43])=[CH:41][CH:40]=2)[CH2:35][CH2:34]1.Cl. Product: [CH3:32][N:33]1[CH2:34][CH2:35][N:36]([C:39]2[CH:45]=[CH:44][C:42]([NH:43][C:14]3[C:15]4[NH:20][N:19]=[CH:18][C:16]=4[N:17]=[C:12]([C:8]4[CH:7]=[C:6]([CH:11]=[CH:10][CH:9]=4)[O:5][CH2:4][C:3]([OH:2])=[O:31])[N:13]=3)=[CH:41][CH:40]=2)[CH2:37][CH2:38]1. The catalyst class is: 71. (8) Reactant: [NH2:1][CH2:2][CH2:3][OH:4].[C:5]1(=O)[C:13]2[C:8](=[CH:9][CH:10]=[CH:11][CH:12]=2)[C:7](=[O:14])[O:6]1. Product: [OH:4][CH2:3][CH2:2][N:1]1[C:5](=[O:6])[C:13]2[C:8](=[CH:9][CH:10]=[CH:11][CH:12]=2)[C:7]1=[O:14]. The catalyst class is: 11. (9) Reactant: [CH3:1][S:2]([C:5]1[CH:6]=[C:7]([C:11]2[S:15][C:14]([CH2:16][NH:17][S:18]([C:21]3[CH:26]=[CH:25][CH:24]=[CH:23][C:22]=3[C:27]([F:30])([F:29])[F:28])(=[O:20])=[O:19])=[CH:13][CH:12]=2)[CH:8]=[CH:9][CH:10]=1)(=[O:4])=[O:3].[CH2:31]([N:33]([CH2:38][CH3:39])[C:34](=[O:37])[CH2:35]Cl)[CH3:32].C(=O)([O-])[O-].[Cs+].[Cs+]. Product: [CH2:31]([N:33]([CH2:38][CH3:39])[C:34](=[O:37])[CH2:35][N:17]([CH2:16][C:14]1[S:15][C:11]([C:7]2[CH:8]=[CH:9][CH:10]=[C:5]([S:2]([CH3:1])(=[O:3])=[O:4])[CH:6]=2)=[CH:12][CH:13]=1)[S:18]([C:21]1[CH:26]=[CH:25][CH:24]=[CH:23][C:22]=1[C:27]([F:30])([F:28])[F:29])(=[O:20])=[O:19])[CH3:32]. The catalyst class is: 80.